This data is from Reaction yield outcomes from USPTO patents with 853,638 reactions. The task is: Predict the reaction yield, written as a fraction of the theoretical maximum amount of product (1.0 means a 100% yield; for example, 0.34 means a 34% yield). (1) The reactants are [F:1][C:2]1[C:3]([C:15]#N)=[N:4][CH:5]=[CH:6][C:7]=1[C:8]1[CH:9]=[N:10][CH:11]=[CH:12][C:13]=1[CH3:14].[C:17]1([Mg]Br)[CH:22]=[CH:21][CH:20]=[CH:19][CH:18]=1.Cl.[OH-:26].[Na+]. The catalyst is C1COCC1.C(Cl)Cl.O. The product is [F:1][C:2]1[C:3]([C:15]([C:17]2[CH:22]=[CH:21][CH:20]=[CH:19][CH:18]=2)=[O:26])=[N:4][CH:5]=[CH:6][C:7]=1[C:8]1[CH:9]=[N:10][CH:11]=[CH:12][C:13]=1[CH3:14]. The yield is 0.642. (2) The reactants are [CH2:1]([N:8]1[CH:12]=[C:11]([CH2:13][CH2:14][CH2:15][OH:16])[C:10]([O:17][CH2:18][CH3:19])=[N:9]1)[C:2]1[CH:7]=[CH:6][CH:5]=[CH:4][CH:3]=1.O[C:21]1[CH:22]=[C:23]([CH:33]=[CH:34][CH:35]=1)[O:24][C:25]([CH3:32])([CH3:31])[C:26]([O:28][CH2:29][CH3:30])=[O:27].C(P(CCCC)CCCC)CCC.N(C(N1CCCCC1)=O)=NC(N1CCCCC1)=O. The catalyst is O1CCCC1. The product is [CH2:1]([N:8]1[CH:12]=[C:11]([CH2:13][CH2:14][CH2:15][O:16][C:21]2[CH:22]=[C:23]([CH:33]=[CH:34][CH:35]=2)[O:24][C:25]([CH3:31])([CH3:32])[C:26]([O:28][CH2:29][CH3:30])=[O:27])[C:10]([O:17][CH2:18][CH3:19])=[N:9]1)[C:2]1[CH:3]=[CH:4][CH:5]=[CH:6][CH:7]=1. The yield is 0.780. (3) The reactants are [C:1]([O:5][C:6]([N:8]1[CH2:13][CH2:12][CH:11]([N:14]2[CH:18]=[C:17]([C:19]3[C:20]([O:34][CH:35]4[CH2:38][CH2:37][CH2:36]4)=[C:21]4[C:26](=[CH:27][CH:28]=3)[N:25]([C:29]([O:31][CH3:32])=[O:30])[C@@H:24]([CH3:33])[CH2:23][CH2:22]4)[CH:16]=[N:15]2)[CH:10]([OH:39])[CH2:9]1)=[O:7])([CH3:4])([CH3:3])[CH3:2].[CH3:40]N(C)C=O.[H-].[Na+].CI. The catalyst is O. The product is [C:1]([O:5][C:6]([N:8]1[CH2:13][CH2:12][CH:11]([N:14]2[CH:18]=[C:17]([C:19]3[C:20]([O:34][CH:35]4[CH2:38][CH2:37][CH2:36]4)=[C:21]4[C:26](=[CH:27][CH:28]=3)[N:25]([C:29]([O:31][CH3:32])=[O:30])[C@@H:24]([CH3:33])[CH2:23][CH2:22]4)[CH:16]=[N:15]2)[CH:10]([O:39][CH3:40])[CH2:9]1)=[O:7])([CH3:2])([CH3:3])[CH3:4]. The yield is 0.310. (4) The reactants are [OH:1][C:2]1[CH:11]=[C:10]2[C:5]([CH2:6][CH2:7][CH:8]([C:12]([O:14][CH3:15])=[O:13])[CH2:9]2)=[CH:4][CH:3]=1.C(=O)([O-])[O-].[K+].[K+].Cl.Cl[CH2:24][C:25]1[CH:30]=[CH:29][N:28]=[CH:27][CH:26]=1.O. The catalyst is CN(C)C=O. The product is [N:28]1[CH:29]=[CH:30][C:25]([CH2:24][O:1][C:2]2[CH:11]=[C:10]3[C:5]([CH2:6][CH2:7][CH:8]([C:12]([O:14][CH3:15])=[O:13])[CH2:9]3)=[CH:4][CH:3]=2)=[CH:26][CH:27]=1. The yield is 0.850. (5) The reactants are [N+:1]([C:4]1[CH:13]=[CH:12][C:7]2[NH:8][CH2:9][CH2:10][O:11][C:6]=2[CH:5]=1)([O-:3])=[O:2].C=O.[BH3-][C:17]#N.[Na+]. No catalyst specified. The product is [CH3:17][N:8]1[C:7]2[CH:12]=[CH:13][C:4]([N+:1]([O-:3])=[O:2])=[CH:5][C:6]=2[O:11][CH2:10][CH2:9]1. The yield is 0.980. (6) The reactants are Cl[CH2:2][C:3]1[CH:8]=[CH:7][C:6]([C:9]2[C:10]([NH:15][S:16]([C:19]3[CH:24]=[CH:23][CH:22]=[CH:21][C:20]=3[C:25]([F:28])([F:27])[F:26])(=[O:18])=[O:17])=[N:11][CH:12]=[CH:13][N:14]=2)=[CH:5][CH:4]=1.[Cl:29][C:30]1[CH:37]=[CH:36][C:33]([NH:34][CH3:35])=[CH:32][CH:31]=1. No catalyst specified. The product is [Cl:29][C:30]1[CH:37]=[CH:36][C:33]([N:34]([CH2:2][C:3]2[CH:8]=[CH:7][C:6]([C:9]3[C:10]([NH:15][S:16]([C:19]4[CH:24]=[CH:23][CH:22]=[CH:21][C:20]=4[C:25]([F:28])([F:27])[F:26])(=[O:17])=[O:18])=[N:11][CH:12]=[CH:13][N:14]=3)=[CH:5][CH:4]=2)[CH3:35])=[CH:32][CH:31]=1. The yield is 0.720. (7) The reactants are O(S(C(F)(F)F)(=O)=O)S(C(F)(F)F)(=O)=O.[CH2:16]([O:23][N:24]1[C:30](=[O:31])[N:29]2[CH2:32][C@H:25]1[CH2:26][CH2:27][C@H:28]2[C:33]([NH:35][NH:36][C:37](=[O:41])[C:38]([NH2:40])=[O:39])=O)[C:17]1[CH:22]=[CH:21][CH:20]=[CH:19][CH:18]=1.N1C=CC=CC=1. The catalyst is C(Cl)Cl. The product is [CH2:16]([O:23][N:24]1[C:30](=[O:31])[N:29]2[CH2:32][C@H:25]1[CH2:26][CH2:27][C@H:28]2[C:33]1[O:41][C:37]([C:38]([NH2:40])=[O:39])=[N:36][N:35]=1)[C:17]1[CH:22]=[CH:21][CH:20]=[CH:19][CH:18]=1. The yield is 0.470. (8) The catalyst is O1CCCC1.C1(C)C=CC=CC=1. The reactants are [NH2:1][S:2]([NH:5][C:6](=[O:32])[CH2:7][CH2:8][C:9]1[CH:14]=[CH:13][C:12]([O:15][CH2:16][CH2:17][O:18][CH3:19])=[CH:11][C:10]=1[O:20][C:21]1[C:26]([Cl:27])=[CH:25][C:24]([C:28]([F:31])([F:30])[F:29])=[CH:23][N:22]=1)(=[O:4])=[O:3].[C:33]1(P([C:33]2[CH:38]=CC=[CH:35][CH:34]=2)[C:33]2[CH:38]=CC=[CH:35][CH:34]=2)[CH:38]=CC=[CH:35][CH:34]=1.C(O)CCC.N(C(OCC)=O)=NC(OCC)=O. The product is [NH2:1][S:2]([N:5]([CH2:38][CH2:33][CH2:34][CH3:35])[C:6](=[O:32])[CH2:7][CH2:8][C:9]1[CH:14]=[CH:13][C:12]([O:15][CH2:16][CH2:17][O:18][CH3:19])=[CH:11][C:10]=1[O:20][C:21]1[C:26]([Cl:27])=[CH:25][C:24]([C:28]([F:30])([F:29])[F:31])=[CH:23][N:22]=1)(=[O:4])=[O:3]. The yield is 0.130. (9) The reactants are [CH3:1][C:2]([O:5][C:6]([N:8]1[CH2:14][C:13]2[CH:15]=[C:16](B(O)O)[CH:17]=[CH:18][C:12]=2[O:11][CH2:10][CH2:9]1)=[O:7])([CH3:4])[CH3:3].Br[C:23]1[CH:29]=[CH:28][C:26]([NH2:27])=[C:25]([N+:30]([O-:32])=[O:31])[CH:24]=1.O1CCOCC1.CCN(C(C)C)C(C)C. The catalyst is O. The product is [NH2:27][C:26]1[CH:28]=[CH:29][C:23]([C:16]2[CH:17]=[CH:18][C:12]3[O:11][CH2:10][CH2:9][N:8]([C:6]([O:5][C:2]([CH3:4])([CH3:3])[CH3:1])=[O:7])[CH2:14][C:13]=3[CH:15]=2)=[CH:24][C:25]=1[N+:30]([O-:32])=[O:31]. The yield is 0.690. (10) The reactants are [C:1]([NH:4][C:5]1[N:6]=[CH:7][CH:8]=[C:9]2[C:13]([C:14]([C:16]3[C:24]([Cl:25])=[CH:23][C:19]([C:20]([OH:22])=O)=[CH:18][C:17]=3[Cl:26])=[O:15])=[CH:12][NH:11][C:10]=12)(=[O:3])[CH3:2].[NH2:27][CH2:28][CH2:29][O:30][CH2:31][CH2:32][OH:33].C(N=C=NCCCN(C)C)C.ON1C2C=CC=CC=2N=N1. The catalyst is O.CN(C)C=O. The product is [C:1]([NH:4][C:5]1[N:6]=[CH:7][CH:8]=[C:9]2[C:13]([C:14]([C:16]3[C:17]([Cl:26])=[CH:18][C:19]([C:20]([NH:27][CH2:28][CH2:29][O:30][CH2:31][CH2:32][OH:33])=[O:22])=[CH:23][C:24]=3[Cl:25])=[O:15])=[CH:12][NH:11][C:10]=12)(=[O:3])[CH3:2]. The yield is 0.290.